From a dataset of NCI-60 drug combinations with 297,098 pairs across 59 cell lines. Regression. Given two drug SMILES strings and cell line genomic features, predict the synergy score measuring deviation from expected non-interaction effect. Drug 1: COC1=C(C=C2C(=C1)N=CN=C2NC3=CC(=C(C=C3)F)Cl)OCCCN4CCOCC4. Drug 2: CC1=CC=C(C=C1)C2=CC(=NN2C3=CC=C(C=C3)S(=O)(=O)N)C(F)(F)F. Cell line: U251. Synergy scores: CSS=16.1, Synergy_ZIP=-5.65, Synergy_Bliss=0.833, Synergy_Loewe=2.60, Synergy_HSA=3.64.